This data is from Forward reaction prediction with 1.9M reactions from USPTO patents (1976-2016). The task is: Predict the product of the given reaction. (1) Given the reactants C[O:2][C:3](=[O:43])[CH2:4][C:5]1[CH:10]=[CH:9][CH:8]=[C:7]([O:11][CH2:12][CH2:13][C@H:14]([N:16]([CH2:31][C:32]2[CH:37]=[CH:36][CH:35]=[C:34]([C:38]([F:41])([F:40])[F:39])[C:33]=2[Cl:42])[CH2:17][CH:18]([C:25]2[CH:30]=[CH:29][CH:28]=[CH:27][CH:26]=2)[C:19]2[CH:24]=[CH:23][CH:22]=[CH:21][CH:20]=2)[CH3:15])[CH:6]=1.COC(=O)CC1C=CC=C(OC[C@H](C)CN(CC2C=CC=C(C(F)(F)F)C=2Cl)CC(C2C=CC=CC=2)C2C=CC=CC=2)C=1, predict the reaction product. The product is: [ClH:42].[Cl:42][C:33]1[C:34]([C:38]([F:39])([F:40])[F:41])=[CH:35][CH:36]=[CH:37][C:32]=1[CH2:31][N:16]([CH2:17][CH:18]([C:25]1[CH:30]=[CH:29][CH:28]=[CH:27][CH:26]=1)[C:19]1[CH:20]=[CH:21][CH:22]=[CH:23][CH:24]=1)[C@H:14]([CH3:15])[CH2:13][CH2:12][O:11][C:7]1[CH:6]=[C:5]([CH2:4][C:3]([OH:43])=[O:2])[CH:10]=[CH:9][CH:8]=1. (2) Given the reactants [Br:1][C:2]1[CH:7]=[CH:6][C:5]([CH:8](Cl)[N:9]=[C:10]=[O:11])=[CH:4][CH:3]=1.[F:13][CH:14]([F:28])[C:15]1[CH:16]=[C:17]([NH:21][C:22]2[CH2:26][CH2:25][C:24](=[O:27])[CH:23]=2)[CH:18]=[CH:19][CH:20]=1.O, predict the reaction product. The product is: [Br:1][C:2]1[CH:7]=[CH:6][C:5]([CH:8]2[NH:9][C:10](=[O:11])[N:21]([C:17]3[CH:18]=[CH:19][CH:20]=[C:15]([CH:14]([F:13])[F:28])[CH:16]=3)[C:22]3[CH2:26][CH2:25][C:24](=[O:27])[C:23]2=3)=[CH:4][CH:3]=1. (3) Given the reactants C([O:8][CH2:9][C:10]1([C:34]([OH:36])=[O:35])[CH:15]2[CH2:16][CH:12]3[CH:13]([CH:14]2[C:17]2[NH:25][C:24]4[C:23](=[O:26])[N:22]([CH2:27][CH2:28][CH3:29])[C:21](=[O:30])[N:20]([CH2:31][CH2:32][CH3:33])[C:19]=4[N:18]=2)[CH:11]13)C1C=CC=CC=1, predict the reaction product. The product is: [O:30]=[C:21]1[N:20]([CH2:31][CH2:32][CH3:33])[C:19]2[N:18]=[C:17]([CH:14]3[CH:13]4[CH:11]5[CH:12]4[CH2:16][CH:15]3[C:10]5([CH2:9][OH:8])[C:34]([OH:36])=[O:35])[NH:25][C:24]=2[C:23](=[O:26])[N:22]1[CH2:27][CH2:28][CH3:29]. (4) Given the reactants [O:1]=[C:2]1[C:10](=[O:11])[C:9]2[C:4](=[CH:5][CH:6]=[C:7]([S:12][CH2:13][CH2:14][C:15]3[CH:25]=[CH:24][C:18]([C:19]([O:21]CC)=[O:20])=[CH:17][CH:16]=3)[CH:8]=2)[N:3]1[CH2:26][CH2:27][CH2:28][CH2:29][CH2:30][CH2:31][CH3:32].C(=O)([O-])[O-].[K+].[K+].Cl, predict the reaction product. The product is: [O:1]=[C:2]1[C:10](=[O:11])[C:9]2[C:4](=[CH:5][CH:6]=[C:7]([S:12][CH2:13][CH2:14][C:15]3[CH:25]=[CH:24][C:18]([C:19]([OH:21])=[O:20])=[CH:17][CH:16]=3)[CH:8]=2)[N:3]1[CH2:26][CH2:27][CH2:28][CH2:29][CH2:30][CH2:31][CH3:32]. (5) Given the reactants O1CCOCC1.[F:7][CH:8]1[C:13](=[O:14])[CH2:12][CH2:11][NH:10][CH2:9]1.F[C:16]1[C:17]([N+:22]([O-:24])=[O:23])=[N:18][CH:19]=[CH:20][CH:21]=1.C(N(C(C)C)CC)(C)C, predict the reaction product. The product is: [F:7][CH:8]1[C:13](=[O:14])[CH2:12][CH2:11][N:10]([C:16]2[C:17]([N+:22]([O-:24])=[O:23])=[N:18][CH:19]=[CH:20][CH:21]=2)[CH2:9]1. (6) The product is: [Cl:1][C:2]1[CH:3]=[C:4]([C:5]2[C:6]([C:13]3[CH:14]=[C:15]([C:19]4[CH:24]=[CH:23][C:22]([O:25][CH3:26])=[C:21]([O:27][CH3:28])[CH:20]=4)[CH:16]=[CH:17][CH:18]=3)=[CH:7][NH:32][N:31]=2)[C:9]([OH:8])=[CH:10][C:11]=1[OH:12]. Given the reactants [Cl:1][C:2]1[CH:3]=[C:4]2[C:9](=[CH:10][C:11]=1[OH:12])[O:8][CH:7]=[C:6]([C:13]1[CH:14]=[C:15]([C:19]3[CH:24]=[CH:23][C:22]([O:25][CH3:26])=[C:21]([O:27][CH3:28])[CH:20]=3)[CH:16]=[CH:17][CH:18]=1)[C:5]2=O.O.[NH2:31][NH2:32], predict the reaction product. (7) Given the reactants Cl.Cl.NC[C@H](N1CCN(S(C(C)C)(=O)=O)CC1)C(OC)=O.Cl.CC1C=C(COC2C=CC(S(Cl)(=O)=O)=CC=2)C2C(=CC=CC=2)N=1.[CH3:46][C:47]1[CH:56]=[C:55]([CH2:57][O:58][C:59]2[CH:64]=[CH:63][C:62]([S:65]([NH:68][CH2:69][C@H:70]([N:75]3[CH2:80][CH2:79][N:78]([S:81]([CH:84]([CH3:86])[CH3:85])(=[O:83])=[O:82])[CH2:77][CH2:76]3)[C:71]([O:73][CH3:74])=[O:72])(=[O:67])=[O:66])=[CH:61][CH:60]=2)[C:54]2[C:49](=[CH:50][CH:51]=[CH:52][CH:53]=2)[N:48]=1, predict the reaction product. The product is: [CH3:46][C:47]1[CH:56]=[C:55]([CH2:57][O:58][C:59]2[CH:64]=[CH:63][C:62]([S:65]([NH:68][CH2:69][C@H:70]([N:75]3[CH2:80][CH2:79][N:78]([S:81]([C:84]([CH3:86])=[CH2:85])(=[O:82])=[O:83])[CH2:77][CH2:76]3)[C:71]([O:73][CH3:74])=[O:72])(=[O:67])=[O:66])=[CH:61][CH:60]=2)[C:54]2[C:49](=[CH:50][CH:51]=[CH:52][CH:53]=2)[N:48]=1. (8) Given the reactants [H-].[Na+].F[C:4]1[CH:5]=[CH:6][C:7]2[C:13](=[O:14])[C:12]3[CH:15]=[CH:16][CH:17]=[CH:18][C:11]=3[CH2:10][O:9][C:8]=2[CH:19]=1.[N+:20]([C:23]1[CH:29]=[CH:28][CH:27]=[CH:26][C:24]=1[NH2:25])([O-:22])=[O:21], predict the reaction product. The product is: [N+:20]([C:23]1[CH:29]=[CH:28][CH:27]=[CH:26][C:24]=1[NH:25][C:4]1[CH:5]=[CH:6][C:7]2[C:13](=[O:14])[C:12]3[CH:15]=[CH:16][CH:17]=[CH:18][C:11]=3[CH2:10][O:9][C:8]=2[CH:19]=1)([O-:22])=[O:21]. (9) The product is: [C:14]1([CH3:17])[CH:13]=[CH:12][C:11]([S:8]([OH:10])(=[O:7])=[O:9])=[CH:16][CH:15]=1. Given the reactants OCCOCC[O:7][S:8]([C:11]1[CH:16]=[CH:15][C:14]([CH3:17])=[CH:13][CH:12]=1)(=[O:10])=[O:9], predict the reaction product.